Dataset: Full USPTO retrosynthesis dataset with 1.9M reactions from patents (1976-2016). Task: Predict the reactants needed to synthesize the given product. (1) Given the product [Cl:24][C:25]1[CH:30]=[CH:29][C:28]([NH:31][C:32]([NH:1][C:2]2[CH:7]=[CH:6][CH:5]=[C:4]([C:8]3[C:12]4[O:13][C:14]([N:18]5[CH2:23][CH2:22][O:21][CH2:20][CH2:19]5)=[CH:15][C:16](=[O:17])[C:11]=4[S:10][CH:9]=3)[CH:3]=2)=[O:33])=[CH:27][C:26]=1[C:34]([F:35])([F:36])[F:37], predict the reactants needed to synthesize it. The reactants are: [NH2:1][C:2]1[CH:3]=[C:4]([C:8]2[C:12]3[O:13][C:14]([N:18]4[CH2:23][CH2:22][O:21][CH2:20][CH2:19]4)=[CH:15][C:16](=[O:17])[C:11]=3[S:10][CH:9]=2)[CH:5]=[CH:6][CH:7]=1.[Cl:24][C:25]1[CH:30]=[CH:29][C:28]([N:31]=[C:32]=[O:33])=[CH:27][C:26]=1[C:34]([F:37])([F:36])[F:35].CO. (2) Given the product [O:62]=[S:2]1(=[O:1])[CH2:3][CH2:4][N:5]([CH2:8][CH:9]([NH:14][C@:15]23[CH2:58][CH2:57][C@@H:56]([C:59]([CH3:61])=[CH2:60])[C@@H:16]2[C@@H:17]2[C@@:30]([CH3:33])([CH2:31][CH2:32]3)[C@@:29]3([CH3:34])[C@@H:20]([C@:21]4([CH3:55])[C@@H:26]([CH2:27][CH2:28]3)[C:25]([CH3:36])([CH3:35])[C:24]([C:37]3[CH2:42][CH2:41][C@@:40]([CH2:53][F:54])([C:43]([OH:45])=[O:44])[CH2:39][CH:38]=3)=[CH:23][CH2:22]4)[CH2:19][CH2:18]2)[C:10]([F:11])([F:12])[F:13])[CH2:6][CH2:7]1.[C:63]([OH:65])([C:76]([F:79])([F:78])[F:77])=[O:64], predict the reactants needed to synthesize it. The reactants are: [O:1]=[S:2]1(=[O:62])[CH2:7][CH2:6][N:5]([CH2:8][CH:9]([NH:14][C@:15]23[CH2:58][CH2:57][C@@H:56]([C:59]([CH3:61])=[CH2:60])[C@@H:16]2[C@@H:17]2[C@@:30]([CH3:33])([CH2:31][CH2:32]3)[C@@:29]3([CH3:34])[C@@H:20]([C@:21]4([CH3:55])[C@@H:26]([CH2:27][CH2:28]3)[C:25]([CH3:36])([CH3:35])[C:24]([C:37]3[CH2:42][CH2:41][C@@:40]([CH2:53][F:54])([C:43]([O:45]CC5C=CC=CC=5)=[O:44])[CH2:39][CH:38]=3)=[CH:23][CH2:22]4)[CH2:19][CH2:18]2)[C:10]([F:13])([F:12])[F:11])[CH2:4][CH2:3]1.[CH3:63][OH:64].[OH-:65].[Li+].O=S1(=O)CCN(CC(N[C@]23CC[C@@H](C(C)=C)[C@@H]2[C@@H]2[C@@](C)(CC3)[C@@]3(C)[C@@H]([C@]4(C)[C@@H](CC3)C(C)(C)C(C3CC[C@@](CF)(C(O)=O)CC=3)=CC4)CC2)[C:76]([F:79])([F:78])[F:77])CC1. (3) Given the product [C:8]([C:3]1([CH3:2])[CH2:4][CH2:5][CH2:6][NH:15]1)#[N:9].[CH3:6][C:5]1[CH2:4][CH2:3][CH2:2][N:9]=1, predict the reactants needed to synthesize it. The reactants are: Cl[CH2:2][CH2:3][CH2:4][C:5](=O)[CH3:6].[C-:8]#[N:9].[Na+].C([O-])(=O)C.[NH4+:15].O. (4) Given the product [Cl:1][C:2]1[CH:3]=[C:4]([C:5]2[O:7][N:8]=[C:9]([C:11]3[CH:12]=[C:13]4[C:17](=[CH:18][CH:19]=3)[NH:16][CH:15]=[CH:14]4)[N:10]=2)[CH:20]=[CH:21][C:22]=1[O:23][CH3:24], predict the reactants needed to synthesize it. The reactants are: [Cl:1][C:2]1[CH:3]=[C:4]([CH:20]=[CH:21][C:22]=1[O:23][CH3:24])[C:5]([O:7][NH:8][C:9]([C:11]1[CH:12]=[C:13]2[C:17](=[CH:18][CH:19]=1)[NH:16][CH:15]=[CH:14]2)=[NH:10])=O.CCCC[N+](CCCC)(CCCC)CCCC.[F-]. (5) Given the product [NH2:1][C@@H:2]1[CH2:8][CH2:7][C@@H:6]2[NH:9][C@@:3]1([C:19]1[CH:24]=[CH:23][CH:22]=[CH:21][CH:20]=1)[CH2:4][CH2:5]2, predict the reactants needed to synthesize it. The reactants are: [NH2:1][C@@H:2]1[CH2:8][CH2:7][C@@H:6]2[NH:9][C@@:3]1([C:19]1[CH:24]=[CH:23][CH:22]=[CH:21][CH:20]=1)[CH2:4][C@H:5]2S(C1C=CC=CC=1)(=O)=O.P([O-])([O-])(O)=O.[Na+].[Na+].C(=O)(O)[O-].[Na+]. (6) Given the product [CH:1]([CH:14]1[CH2:15][CH2:16][N:17]([C:20]2[CH:25]=[CH:24][C:23]([NH:26][C:31](=[O:32])[CH:30]([CH2:34][CH3:35])[CH2:28][CH3:29])=[CH:22][C:21]=2[F:27])[CH2:18][CH2:19]1)([C:8]1[CH:13]=[CH:12][CH:11]=[CH:10][CH:9]=1)[C:2]1[CH:7]=[CH:6][CH:5]=[CH:4][CH:3]=1, predict the reactants needed to synthesize it. The reactants are: [CH:1]([CH:14]1[CH2:19][CH2:18][N:17]([C:20]2[CH:25]=[CH:24][C:23]([NH2:26])=[CH:22][C:21]=2[F:27])[CH2:16][CH2:15]1)([C:8]1[CH:13]=[CH:12][CH:11]=[CH:10][CH:9]=1)[C:2]1[CH:7]=[CH:6][CH:5]=[CH:4][CH:3]=1.[CH2:28]([CH:30]([CH2:34][CH3:35])[C:31](Cl)=[O:32])[CH3:29]. (7) Given the product [CH3:29][N:30]([CH3:34])[CH2:31][CH2:32][NH:33][C:2]1[N:7]=[C:6]([C:8]2[CH:13]=[CH:12][CH:11]=[CH:10][CH:9]=2)[N:5]=[C:4]([C:14]([NH:16][C:17]2[CH:22]=[CH:21][CH:20]=[CH:19][C:18]=2[C:23]2[S:24][C:25]([CH3:28])=[CH:26][N:27]=2)=[O:15])[CH:3]=1, predict the reactants needed to synthesize it. The reactants are: Cl[C:2]1[N:7]=[C:6]([C:8]2[CH:13]=[CH:12][CH:11]=[CH:10][CH:9]=2)[N:5]=[C:4]([C:14]([NH:16][C:17]2[CH:22]=[CH:21][CH:20]=[CH:19][C:18]=2[C:23]2[S:24][C:25]([CH3:28])=[CH:26][N:27]=2)=[O:15])[CH:3]=1.[CH3:29][N:30]([CH3:34])[CH2:31][CH2:32][NH2:33]. (8) Given the product [I:1][C:2]1[CH:3]=[CH:5][CH:10]=[CH:9][C:27]=1[CH:26]([O:28][CH2:15][C@H:20]1[CH2:21][O:23]1)[CH3:29], predict the reactants needed to synthesize it. The reactants are: [I:1][CH2:2][C:3]([C:5]1[CH:10]=[CH:9]C=CC=1)=O.[BH4-].[Na+].C(O)(=O)C[C:15]([CH2:20][C:21]([OH:23])=O)(C(O)=O)O.[CH2:26]([OH:28])[CH3:27].[CH3:29]O.